This data is from Reaction yield outcomes from USPTO patents with 853,638 reactions. The task is: Predict the reaction yield, written as a fraction of the theoretical maximum amount of product (1.0 means a 100% yield; for example, 0.34 means a 34% yield). The reactants are [CH2:1]([C@@H:8]1[CH2:12][O:11][C:10](=[O:13])[N:9]1[C:14](=[O:19])[CH2:15][CH2:16][CH:17]=[CH2:18])[C:2]1[CH:7]=[CH:6][CH:5]=[CH:4][CH:3]=1.C[Si]([N-][Si](C)(C)C)(C)C.[Na+].Br[CH2:31][C:32]([O:34][C:35]([CH3:38])([CH3:37])[CH3:36])=[O:33]. The catalyst is C1COCC1. The product is [CH2:1]([C@@H:8]1[CH2:12][O:11][C:10](=[O:13])[N:9]1[C:14]([C@@H:15]([CH2:16][CH:17]=[CH2:18])[CH2:31][C:32]([O:34][C:35]([CH3:38])([CH3:37])[CH3:36])=[O:33])=[O:19])[C:2]1[CH:3]=[CH:4][CH:5]=[CH:6][CH:7]=1. The yield is 0.930.